Dataset: Forward reaction prediction with 1.9M reactions from USPTO patents (1976-2016). Task: Predict the product of the given reaction. (1) Given the reactants Br[CH2:2][C:3]1[CH:8]=[C:7]([I:9])[CH:6]=[CH:5][C:4]=1[Cl:10].[C:11]1(=[O:21])[NH:15][C:14](=[O:16])[C:13]2=[CH:17][CH:18]=[CH:19][CH:20]=[C:12]12.[K], predict the reaction product. The product is: [Cl:10][C:4]1[CH:5]=[CH:6][C:7]([I:9])=[CH:8][C:3]=1[CH2:2][N:15]1[C:14](=[O:16])[C:13]2=[CH:17][CH:18]=[CH:19][CH:20]=[C:12]2[C:11]1=[O:21]. (2) Given the reactants [OH:1][C:2]1[C:7](=[O:8])[N:6]2[CH2:9][C:10](=[O:13])[N:11]([CH3:12])[C:5]2=[N:4][C:3]=1[C:14]([O:16]CC)=O.[F:19][C:20]1[CH:27]=[CH:26][C:23]([CH2:24][NH2:25])=[CH:22][CH:21]=1, predict the reaction product. The product is: [F:19][C:20]1[CH:27]=[CH:26][C:23]([CH2:24][NH:25][C:14]([C:3]2[N:4]=[C:5]3[N:11]([CH3:12])[C:10](=[O:13])[CH2:9][N:6]3[C:7](=[O:8])[C:2]=2[OH:1])=[O:16])=[CH:22][CH:21]=1. (3) Given the reactants [NH2:1][C@:2]([CH3:48])([C:44]([CH3:47])([CH3:46])[CH3:45])[CH2:3][O:4][C@@H:5]1[C@@:12]2([CH3:37])[C@@H:13]3[CH2:14][CH2:15][C@H:16]4[C:25]([C@@:8]3([CH2:9][O:10][CH2:11]2)[CH2:7][C@H:6]1[N:38]1[C:42](Br)=[N:41][CH:40]=[N:39]1)=[CH:24][CH2:23][C@:22]1([CH3:26])[C@:17]4([CH3:36])[CH2:18][CH2:19][C@@:20]([C@H:31]([CH3:35])[CH:32]([CH3:34])[CH3:33])([CH3:30])[C@H:21]1[C:27]([OH:29])=[O:28].C(=O)([O-])[O-].[Cs+].[Cs+].CC1(C)C(C)(C)OB([C:63]2[CH:68]=[CH:67][N:66]=[CH:65][CH:64]=2)O1.C1(P(C2CCCCC2)C2C=CC=CC=2C2C(C(C)C)=CC(C(C)C)=CC=2C(C)C)CCCCC1, predict the reaction product. The product is: [NH2:1][C@:2]([CH3:48])([C:44]([CH3:47])([CH3:46])[CH3:45])[CH2:3][O:4][C@@H:5]1[C@@:12]2([CH3:37])[C@@H:13]3[CH2:14][CH2:15][C@H:16]4[C:25]([C@@:8]3([CH2:9][O:10][CH2:11]2)[CH2:7][C@H:6]1[N:38]1[C:42]([C:63]2[CH:68]=[CH:67][N:66]=[CH:65][CH:64]=2)=[N:41][CH:40]=[N:39]1)=[CH:24][CH2:23][C@:22]1([CH3:26])[C@:17]4([CH3:36])[CH2:18][CH2:19][C@@:20]([C@H:31]([CH3:35])[CH:32]([CH3:34])[CH3:33])([CH3:30])[C@H:21]1[C:27]([OH:29])=[O:28]. (4) The product is: [F:1][C:2]1[CH:7]=[CH:6][C:5]([F:8])=[CH:4][C:3]=1[C:9]1[S:13][C:12]([CH2:20][CH2:21][CH2:22][NH:23]/[C:24](/[NH2:25])=[N:34]\[O:33][CH3:32])([C:14]2[CH:19]=[CH:18][CH:17]=[CH:16][CH:15]=2)[N:11]([C:26](=[O:30])[CH:27]([CH3:28])[CH3:29])[N:10]=1. Given the reactants [F:1][C:2]1[CH:7]=[CH:6][C:5]([F:8])=[CH:4][C:3]=1[C:9]1[S:13][C:12]([CH2:20][CH2:21][CH2:22][NH:23][C:24]#[N:25])([C:14]2[CH:19]=[CH:18][CH:17]=[CH:16][CH:15]=2)[N:11]([C:26](=[O:30])[CH:27]([CH3:29])[CH3:28])[N:10]=1.Cl.[CH3:32][O:33][NH2:34].C(N(CC)CC)C, predict the reaction product. (5) The product is: [F:14][C:15]([F:29])([F:30])[C:16]1[CH:17]=[C:18]([NH:26][C:27]([NH:8][C:5]2[CH:6]=[CH:7][C:2]([Br:1])=[CH:3][C:4]=2[C:9]2[NH:13][N:12]=[N:11][N:10]=2)=[S:28])[CH:19]=[C:20]([C:22]([F:24])([F:25])[F:23])[CH:21]=1. Given the reactants [Br:1][C:2]1[CH:7]=[CH:6][C:5]([NH2:8])=[C:4]([C:9]2[NH:13][N:12]=[N:11][N:10]=2)[CH:3]=1.[F:14][C:15]([F:30])([F:29])[C:16]1[CH:17]=[C:18]([N:26]=[C:27]=[S:28])[CH:19]=[C:20]([C:22]([F:25])([F:24])[F:23])[CH:21]=1, predict the reaction product. (6) Given the reactants [C:1]([C:3]1[CH:41]=[CH:40][C:6]([CH2:7][N:8]2[CH2:13][CH2:12][CH:11]([NH:14][C:15]([C:17]3[CH:25]=[CH:24][C:23]4[NH:22][C:21]5[CH2:26][CH2:27][N:28](C(OCC6C=CC=CC=6)=O)[CH2:29][C:20]=5[C:19]=4[CH:18]=3)=[O:16])[CH2:10][CH2:9]2)=[CH:5][CH:4]=1)#[N:2].Br.CC(O)=O.C(N(CC)CC)C.[F:54][C:55]([F:67])([F:66])[C:56]1[CH:61]=[CH:60][C:59]([S:62](Cl)(=[O:64])=[O:63])=[CH:58][CH:57]=1.C(=O)(O)[O-].[Na+], predict the reaction product. The product is: [C:1]([C:3]1[CH:4]=[CH:5][C:6]([CH2:7][N:8]2[CH2:13][CH2:12][CH:11]([NH:14][C:15]([C:17]3[CH:25]=[CH:24][C:23]4[NH:22][C:21]5[CH2:26][CH2:27][N:28]([S:62]([C:59]6[CH:58]=[CH:57][C:56]([C:55]([F:54])([F:66])[F:67])=[CH:61][CH:60]=6)(=[O:64])=[O:63])[CH2:29][C:20]=5[C:19]=4[CH:18]=3)=[O:16])[CH2:10][CH2:9]2)=[CH:40][CH:41]=1)#[N:2].